The task is: Predict the product of the given reaction.. This data is from Forward reaction prediction with 1.9M reactions from USPTO patents (1976-2016). (1) Given the reactants [CH3:1][C:2]1[N:7]=[C:6]([CH3:8])[C:5]([C:9]([O:11]C)=[O:10])=[C:4]([CH3:13])[N:3]=1.CO.[OH-].[Na+].Cl, predict the reaction product. The product is: [CH3:1][C:2]1[N:7]=[C:6]([CH3:8])[C:5]([C:9]([OH:11])=[O:10])=[C:4]([CH3:13])[N:3]=1. (2) The product is: [F:1][C:2]1[CH:3]=[C:4]2[NH:12][CH:11]=[CH:10][C:5]2=[N:6][C:7]=1[C:8]#[N:9]. Given the reactants [F:1][C:2]1[CH:3]=[C:4]2[N:12](S(C3C=CC(C)=CC=3)(=O)=O)[CH:11]=[CH:10][C:5]2=[N:6][C:7]=1[C:8]#[N:9].[OH-].[Na+], predict the reaction product. (3) Given the reactants [Cl:1][C:2]1[N:6]([CH3:7])[N:5]=[C:4]([C:8]([F:11])([F:10])[F:9])[C:3]=1[C:12]([OH:14])=[O:13].[CH3:15][Si](C=[N+]=[N-])(C)C, predict the reaction product. The product is: [Cl:1][C:2]1[N:6]([CH3:7])[N:5]=[C:4]([C:8]([F:10])([F:11])[F:9])[C:3]=1[C:12]([O:14][CH3:15])=[O:13]. (4) Given the reactants COC1C=C2C(C(OCC(O)C)=CC=N2)=CC=1.[CH3:18][O:19][C:20]1[CH:29]=[C:28]2[C:23]([C:24]([O:30][CH:31]([CH3:34])[CH2:32]O)=[CH:25][CH:26]=[N:27]2)=[CH:22][CH:21]=1.P(Br)(Br)[Br:36], predict the reaction product. The product is: [Br:36][CH2:32][CH:31]([O:30][C:24]1[C:23]2[C:28](=[CH:29][C:20]([O:19][CH3:18])=[CH:21][CH:22]=2)[N:27]=[CH:26][CH:25]=1)[CH3:34]. (5) Given the reactants [Br:1][C:2]1[CH:3]=[C:4]([CH:7]=[CH:8][CH:9]=1)[CH:5]=O.Cl.[NH2:11][C:12]([CH2:23][CH3:24])([CH2:21][CH3:22])[C:13]([O:15][CH:16]1[CH2:20][CH2:19][CH2:18][CH2:17]1)=[O:14].C(O[BH-](OC(=O)C)OC(=O)C)(=O)C.[Na+], predict the reaction product. The product is: [Br:1][C:2]1[CH:3]=[C:4]([CH:7]=[CH:8][CH:9]=1)[CH2:5][NH:11][C:12]([CH2:23][CH3:24])([CH2:21][CH3:22])[C:13]([O:15][CH:16]1[CH2:20][CH2:19][CH2:18][CH2:17]1)=[O:14].